This data is from Full USPTO retrosynthesis dataset with 1.9M reactions from patents (1976-2016). The task is: Predict the reactants needed to synthesize the given product. Given the product [NH2:38][CH2:39][C:40]([N:28]1[CH2:27][CH2:26][N:25]([CH2:24][C:22]2[S:23][C:9]3[C:8]([N:5]4[CH2:4][CH2:3][O:2][CH2:7][CH2:6]4)=[N:13][C:12]([C:14]4[CH:19]=[N:18][C:17]([NH2:20])=[N:16][CH:15]=4)=[N:11][C:10]=3[CH:21]=2)[CH2:30][CH2:29]1)=[O:41], predict the reactants needed to synthesize it. The reactants are: Cl.[O:2]1[CH2:7][CH2:6][N:5]([C:8]2[C:9]3[S:23][C:22]([CH2:24][N:25]4[CH2:30][CH2:29][NH:28][CH2:27][CH2:26]4)=[CH:21][C:10]=3[N:11]=[C:12]([C:14]3[CH:15]=[N:16][C:17]([NH2:20])=[N:18][CH:19]=3)[N:13]=2)[CH2:4][CH2:3]1.C([NH:38][CH2:39][C:40](O)=[O:41])(OC(C)(C)C)=O.